Dataset: Forward reaction prediction with 1.9M reactions from USPTO patents (1976-2016). Task: Predict the product of the given reaction. (1) Given the reactants [C:1]([C:3]1[CH:4]=[C:5]([OH:11])[CH:6]=[C:7]([O:9][CH3:10])[CH:8]=1)#[N:2].C(=O)([O-])[O-].[K+].[K+].Br[CH:19]([CH2:29][CH3:30])[C:20]([NH:22][C:23]([CH3:28])([CH3:27])[C:24]#[C:25][CH3:26])=[O:21].Cl, predict the reaction product. The product is: [C:1]([C:3]1[CH:4]=[C:5]([CH:6]=[C:7]([O:9][CH3:10])[CH:8]=1)[O:11][CH:19]([CH2:29][CH3:30])[C:20]([NH:22][C:23]([CH3:28])([CH3:27])[C:24]#[C:25][CH3:26])=[O:21])#[N:2]. (2) Given the reactants N[N:2]1[C:7]([NH2:8])=[C:6](N)[CH:5]=[N:4][CH2:3]1.[NH2:10][C:11]([NH2:13])=[S:12], predict the reaction product. The product is: [NH2:8][C:7]1[N:2]=[CH:3][N:4]=[C:5]2[C:6]=1[NH:10][C:11](=[S:12])[NH:13]2. (3) The product is: [Cl:12][C:8]1[CH:7]=[C:6]2[C:11]([C:2]([C:26]3[C:21]4[O:20][C:18]5[C:17]([C:22]=4[CH:23]=[C:24]([CH3:36])[CH:25]=3)=[CH:16][CH:15]=[C:14]([CH3:13])[N:19]=5)=[N:3][CH:4]=[N:5]2)=[CH:10][CH:9]=1. Given the reactants Cl[C:2]1[C:11]2[C:6](=[CH:7][C:8]([Cl:12])=[CH:9][CH:10]=2)[N:5]=[CH:4][N:3]=1.[CH3:13][C:14]1[N:19]=[C:18]2[O:20][C:21]3[C:26](B4OC(C)(C)C(C)(C)O4)=[CH:25][C:24]([CH3:36])=[CH:23][C:22]=3[C:17]2=[CH:16][CH:15]=1.C([O-])([O-])=O.[K+].[K+], predict the reaction product.